Dataset: Full USPTO retrosynthesis dataset with 1.9M reactions from patents (1976-2016). Task: Predict the reactants needed to synthesize the given product. (1) Given the product [CH3:1][N:2]([CH2:13][CH:14]1[CH2:18][CH2:17][N:16]([CH3:19])[CH2:15]1)[C:3]1[O:4][C:5]2[CH:11]=[CH:10][C:9]([NH:12][C:34]([C:31]3[CH:32]=[CH:33][C:28]([C:22]4[CH:23]=[CH:24][C:25]([Cl:27])=[CH:26][C:21]=4[Cl:20])=[CH:29][CH:30]=3)=[O:35])=[CH:8][C:6]=2[N:7]=1, predict the reactants needed to synthesize it. The reactants are: [CH3:1][N:2]([CH2:13][CH:14]1[CH2:18][CH2:17][N:16]([CH3:19])[CH2:15]1)[C:3]1[O:4][C:5]2[CH:11]=[CH:10][C:9]([NH2:12])=[CH:8][C:6]=2[N:7]=1.[Cl:20][C:21]1[CH:26]=[C:25]([Cl:27])[CH:24]=[CH:23][C:22]=1[C:28]1[CH:33]=[CH:32][C:31]([C:34](O)=[O:35])=[CH:30][CH:29]=1.CN(C(ON1N=NC2C=CC=NC1=2)=[N+](C)C)C.F[P-](F)(F)(F)(F)F. (2) Given the product [Cl:30][C:16]1[CH:15]=[CH:14][C:13]([C:11]([C:7]2[CH:6]=[C:5]3[C:10]([C:2]([C:38]4[CH:43]=[CH:42][CH:41]=[CH:40][CH:39]=4)=[CH:3][NH:4]3)=[CH:9][CH:8]=2)=[O:12])=[CH:18][C:17]=1[S:19]([NH2:22])(=[O:21])=[O:20], predict the reactants needed to synthesize it. The reactants are: Br[C:2]1[C:10]2[C:5](=[CH:6][C:7]([C:11]([C:13]3[CH:14]=[CH:15][C:16]([Cl:30])=[C:17]([S:19]([NH:22][Si](C(C)(C)C)(C)C)(=[O:21])=[O:20])[CH:18]=3)=[O:12])=[CH:8][CH:9]=2)[N:4]([Si](C(C)(C)C)(C)C)[CH:3]=1.[C:38]1(B(O)O)[CH:43]=[CH:42][CH:41]=[CH:40][CH:39]=1.P([O-])([O-])([O-])=O.[K+].[K+].[K+]. (3) Given the product [Br:1][C:2]1[CH:7]=[CH:6][C:5]([C:8]2[N:14]([CH2:17][CH:18]3[CH2:21][N:20]([C:22]([O:24][C:25]([CH3:26])([CH3:28])[CH3:27])=[O:23])[CH2:19]3)[C:13](=[O:15])[C:10]3([CH2:11][CH2:12]3)[N:9]=2)=[CH:4][CH:3]=1, predict the reactants needed to synthesize it. The reactants are: [Br:1][C:2]1[CH:7]=[CH:6][C:5]([C:8]2[NH:14][C:13](=[O:15])[C:10]3([CH2:12][CH2:11]3)[N:9]=2)=[CH:4][CH:3]=1.Br[CH2:17][CH:18]1[CH2:21][N:20]([C:22]([O:24][C:25]([CH3:28])([CH3:27])[CH3:26])=[O:23])[CH2:19]1.C([O-])([O-])=O.[Cs+].[Cs+]. (4) Given the product [Br:1][C:2]1[CH:3]=[CH:4][C:5](=[O:8])[N:6]([CH2:15][C:16]([F:19])([F:18])[F:17])[CH:7]=1, predict the reactants needed to synthesize it. The reactants are: [Br:1][C:2]1[CH:3]=[CH:4][C:5](=[O:8])[NH:6][CH:7]=1.FC(F)(F)S(O[CH2:15][C:16]([F:19])([F:18])[F:17])(=O)=O. (5) Given the product [F:14][C:15]1[CH:22]=[C:21]([O:23][C:2]2[CH:9]=[CH:8][C:5]([CH:6]=[O:7])=[CH:4][C:3]=2[C:10]([F:13])([F:12])[F:11])[CH:20]=[CH:19][C:16]=1[C:17]#[N:18], predict the reactants needed to synthesize it. The reactants are: F[C:2]1[CH:9]=[CH:8][C:5]([CH:6]=[O:7])=[CH:4][C:3]=1[C:10]([F:13])([F:12])[F:11].[F:14][C:15]1[CH:22]=[C:21]([OH:23])[CH:20]=[CH:19][C:16]=1[C:17]#[N:18]. (6) Given the product [F:24][C:25]1[CH:33]=[CH:32][C:28]([C:29]([N:13]2[CH2:14][CH2:15][CH2:16][CH:11]([C:9](=[O:10])[C:6]3[CH:7]=[CH:8][C:3]([F:2])=[CH:4][CH:5]=3)[CH2:12]2)=[O:30])=[CH:27][CH:26]=1, predict the reactants needed to synthesize it. The reactants are: Cl.[F:2][C:3]1[CH:8]=[CH:7][C:6]([C:9]([CH:11]2[CH2:16][CH2:15][CH2:14][NH:13][CH2:12]2)=[O:10])=[CH:5][CH:4]=1.C(N(CC)CC)C.[F:24][C:25]1[CH:33]=[CH:32][C:28]([C:29](Cl)=[O:30])=[CH:27][CH:26]=1. (7) Given the product [O:32]1[C:31]2[CH:30]=[CH:29][C:28](/[C:33](=[CH:18]/[C:17]3[CH:20]=[CH:21][C:14]([O:13][CH2:12][CH2:11][CH2:10][CH2:9][CH2:8][CH2:7][CH2:6][CH2:5][CH2:4][CH2:3][CH2:2][OH:1])=[C:15]([O:22][CH3:23])[CH:16]=3)/[C:34]#[N:35])=[CH:27][C:26]=2[O:25][CH2:24]1, predict the reactants needed to synthesize it. The reactants are: [OH:1][CH2:2][CH2:3][CH2:4][CH2:5][CH2:6][CH2:7][CH2:8][CH2:9][CH2:10][CH2:11][CH2:12][O:13][C:14]1[CH:21]=[CH:20][C:17]([CH:18]=O)=[CH:16][C:15]=1[O:22][CH3:23].[CH2:24]1[O:32][C:31]2[CH:30]=[CH:29][C:28]([CH2:33][C:34]#[N:35])=[CH:27][C:26]=2[O:25]1.